From a dataset of Full USPTO retrosynthesis dataset with 1.9M reactions from patents (1976-2016). Predict the reactants needed to synthesize the given product. The reactants are: [NH2:1][C:2]1[N:7]=[C:6]([C:8]#[N:9])[CH:5]=[C:4]([O:10][CH3:11])[N:3]=1. Given the product [NH2:9][CH2:8][C:6]1[CH:5]=[C:4]([O:10][CH3:11])[N:3]=[C:2]([NH2:1])[N:7]=1, predict the reactants needed to synthesize it.